This data is from NCI-60 drug combinations with 297,098 pairs across 59 cell lines. The task is: Regression. Given two drug SMILES strings and cell line genomic features, predict the synergy score measuring deviation from expected non-interaction effect. (1) Drug 2: CCN(CC)CCCC(C)NC1=C2C=C(C=CC2=NC3=C1C=CC(=C3)Cl)OC. Drug 1: C1CC(C1)(C(=O)O)C(=O)O.[NH2-].[NH2-].[Pt+2]. Synergy scores: CSS=13.5, Synergy_ZIP=-6.19, Synergy_Bliss=3.31, Synergy_Loewe=-28.1, Synergy_HSA=-3.03. Cell line: UO-31. (2) Drug 1: CS(=O)(=O)C1=CC(=C(C=C1)C(=O)NC2=CC(=C(C=C2)Cl)C3=CC=CC=N3)Cl. Drug 2: COCCOC1=C(C=C2C(=C1)C(=NC=N2)NC3=CC=CC(=C3)C#C)OCCOC.Cl. Cell line: MALME-3M. Synergy scores: CSS=11.6, Synergy_ZIP=1.01, Synergy_Bliss=6.38, Synergy_Loewe=4.80, Synergy_HSA=4.79. (3) Drug 2: C1CN(P(=O)(OC1)NCCCl)CCCl. Drug 1: CC1=CC=C(C=C1)C2=CC(=NN2C3=CC=C(C=C3)S(=O)(=O)N)C(F)(F)F. Synergy scores: CSS=-3.39, Synergy_ZIP=-1.84, Synergy_Bliss=-4.48, Synergy_Loewe=-3.82, Synergy_HSA=-3.79. Cell line: UACC-257. (4) Drug 1: CNC(=O)C1=CC=CC=C1SC2=CC3=C(C=C2)C(=NN3)C=CC4=CC=CC=N4. Drug 2: C1CCC(C1)C(CC#N)N2C=C(C=N2)C3=C4C=CNC4=NC=N3. Cell line: SNB-19. Synergy scores: CSS=-1.24, Synergy_ZIP=1.33, Synergy_Bliss=1.17, Synergy_Loewe=-4.31, Synergy_HSA=-1.85. (5) Drug 1: C1=CC(=CC=C1CCCC(=O)O)N(CCCl)CCCl. Drug 2: C1=NC2=C(N=C(N=C2N1C3C(C(C(O3)CO)O)O)F)N. Synergy scores: CSS=14.1, Synergy_ZIP=-1.77, Synergy_Bliss=1.05, Synergy_Loewe=-0.287, Synergy_HSA=1.87. Cell line: ACHN. (6) Drug 1: C1CN1P(=S)(N2CC2)N3CC3. Drug 2: CC1=C(C=C(C=C1)NC(=O)C2=CC=C(C=C2)CN3CCN(CC3)C)NC4=NC=CC(=N4)C5=CN=CC=C5. Cell line: HT29. Synergy scores: CSS=8.99, Synergy_ZIP=-4.64, Synergy_Bliss=-6.82, Synergy_Loewe=-7.56, Synergy_HSA=-5.12. (7) Drug 1: CC1=C2C(C(=O)C3(C(CC4C(C3C(C(C2(C)C)(CC1OC(=O)C(C(C5=CC=CC=C5)NC(=O)C6=CC=CC=C6)O)O)OC(=O)C7=CC=CC=C7)(CO4)OC(=O)C)O)C)OC(=O)C. Drug 2: CN(CCCl)CCCl.Cl. Cell line: OVCAR-5. Synergy scores: CSS=36.8, Synergy_ZIP=0.953, Synergy_Bliss=5.97, Synergy_Loewe=-22.3, Synergy_HSA=-7.06. (8) Drug 1: C1CC(=O)NC(=O)C1N2CC3=C(C2=O)C=CC=C3N. Drug 2: C1=NC2=C(N=C(N=C2N1C3C(C(C(O3)CO)O)F)Cl)N. Cell line: NCIH23. Synergy scores: CSS=27.1, Synergy_ZIP=-5.08, Synergy_Bliss=-6.84, Synergy_Loewe=-38.8, Synergy_HSA=-6.95. (9) Drug 1: CC1=C(C(CCC1)(C)C)C=CC(=CC=CC(=CC(=O)O)C)C. Drug 2: CS(=O)(=O)CCNCC1=CC=C(O1)C2=CC3=C(C=C2)N=CN=C3NC4=CC(=C(C=C4)OCC5=CC(=CC=C5)F)Cl. Cell line: A549. Synergy scores: CSS=16.1, Synergy_ZIP=-4.51, Synergy_Bliss=3.29, Synergy_Loewe=0.699, Synergy_HSA=3.45. (10) Drug 1: CCC1=CC2CC(C3=C(CN(C2)C1)C4=CC=CC=C4N3)(C5=C(C=C6C(=C5)C78CCN9C7C(C=CC9)(C(C(C8N6C)(C(=O)OC)O)OC(=O)C)CC)OC)C(=O)OC.C(C(C(=O)O)O)(C(=O)O)O. Drug 2: CC(C)(C#N)C1=CC(=CC(=C1)CN2C=NC=N2)C(C)(C)C#N. Cell line: PC-3. Synergy scores: CSS=33.7, Synergy_ZIP=0.302, Synergy_Bliss=-0.231, Synergy_Loewe=-14.0, Synergy_HSA=0.0469.